Predict the reaction yield, written as a fraction of the theoretical maximum amount of product (1.0 means a 100% yield; for example, 0.34 means a 34% yield). From a dataset of Reaction yield outcomes from USPTO patents with 853,638 reactions. (1) The reactants are C([N:8]1[CH2:13][CH2:12][O:11][CH:10]2[CH2:14][N:15]([C:17]3[CH:22]=[CH:21][C:20]([C:23]4[N:28](CC5C=CC(OC)=CC=5OC)[C:27](=[O:40])[C:26]([C:41]([OH:43])=[O:42])=[CH:25][C:24]=4[CH2:44][CH3:45])=[CH:19][CH:18]=3)[CH2:16][CH:9]12)C1C=CC=CC=1.C(O)(C(F)(F)F)=O.C(Cl)[Cl:54]. No catalyst specified. The product is [ClH:54].[CH2:44]([C:24]1[CH:25]=[C:26]([C:41]([OH:43])=[O:42])[C:27](=[O:40])[NH:28][C:23]=1[C:20]1[CH:21]=[CH:22][C:17]([N:15]2[CH2:16][CH:9]3[CH:10]([O:11][CH2:12][CH2:13][NH:8]3)[CH2:14]2)=[CH:18][CH:19]=1)[CH3:45]. The yield is 0.430. (2) The reactants are [Mg].II.Br[C:5]1[CH:10]=[CH:9][C:8]([O:11][CH3:12])=[CH:7][CH:6]=1.COCN[C:17](=[O:48])[CH2:18][CH2:19][CH2:20][CH2:21][O:22][C:23]1[CH:28]=[CH:27][C:26]([S:29]([C:32]2([C:38]([NH:40][O:41]C3CCCCO3)=[O:39])[CH2:37][CH2:36][O:35][CH2:34][CH2:33]2)(=[O:31])=[O:30])=[CH:25][CH:24]=1. The catalyst is O1CCCC1. The product is [OH:41][NH:40][C:38]([C:32]1([S:29]([C:26]2[CH:27]=[CH:28][C:23]([O:22][CH2:21][CH2:20][CH2:19][CH2:18][C:17]([C:5]3[CH:10]=[CH:9][C:8]([O:11][CH3:12])=[CH:7][CH:6]=3)=[O:48])=[CH:24][CH:25]=2)(=[O:30])=[O:31])[CH2:33][CH2:34][O:35][CH2:36][CH2:37]1)=[O:39]. The yield is 0.290. (3) The reactants are [H-].[Na+].[CH2:3](Br)[C:4]1[CH:9]=[CH:8][CH:7]=[CH:6][CH:5]=1.O.[CH2:12]1C[O:15][CH2:14][CH2:13]1. No catalyst specified. The product is [CH2:14]([O:15][CH2:3][C:4]1[CH:9]=[CH:8][CH:7]=[CH:6][CH:5]=1)[CH:13]=[CH2:12]. The yield is 0.530. (4) The reactants are Cl.[CH3:2][O:3][C:4](=[O:9])[C@@H:5]([CH2:7][SH:8])[NH2:6].Cl.C(OCC)(=O)C.[C:17]([Cl:36])([C:30]1[CH:35]=[CH:34][CH:33]=[CH:32][CH:31]=1)([C:24]1[CH:29]=[CH:28][CH:27]=[CH:26][CH:25]=1)[C:18]1[CH:23]=[CH:22][CH:21]=[CH:20][CH:19]=1.C(=O)([O-])O.[Na+]. The catalyst is CN(C)C=O.C(OCC)C. The product is [ClH:36].[CH3:2][O:3][C:4](=[O:9])[C@@H:5]([CH2:7][S:8][C:17]([C:18]1[CH:23]=[CH:22][CH:21]=[CH:20][CH:19]=1)([C:30]1[CH:31]=[CH:32][CH:33]=[CH:34][CH:35]=1)[C:24]1[CH:25]=[CH:26][CH:27]=[CH:28][CH:29]=1)[NH2:6]. The yield is 0.640. (5) The reactants are [Cl:1][C:2]1[CH:3]=[C:4]([NH:10][C:11]2[N:16]=[CH:15][C:14]([N:17]3[CH2:22][CH2:21][N:20](C([O-])=O)[CH2:19][CH2:18]3)=[CH:13][CH:12]=2)[C:5](=[O:9])[N:6]([CH3:8])[N:7]=1. The catalyst is Cl.O1CCOCC1. The product is [ClH:1].[Cl:1][C:2]1[CH:3]=[C:4]([NH:10][C:11]2[CH:12]=[CH:13][C:14]([N:17]3[CH2:22][CH2:21][NH:20][CH2:19][CH2:18]3)=[CH:15][N:16]=2)[C:5](=[O:9])[N:6]([CH3:8])[N:7]=1. The yield is 0.960. (6) The reactants are [CH2:1]([O:3][CH2:4][CH2:5][OH:6])[CH3:2].[C:7](#[N:10])[CH:8]=[CH2:9].Cl. The catalyst is CO. The product is [CH2:1]([O:3][CH2:4][CH2:5][O:6][CH2:9][CH2:8][C:7]#[N:10])[CH3:2]. The yield is 0.755. (7) The reactants are Br[C:2]1[CH:3]=[C:4]2[C:9](=[CH:10][CH:11]=1)[N:8]=[C:7]([O:12][CH2:13][CH2:14][O:15][CH2:16][CH2:17][O:18][CH2:19][CH2:20][F:21])[CH:6]=[CH:5]2.B1([C:31]2[CH:36]=[CH:35][C:34]([NH2:37])=[CH:33][CH:32]=2)OC(C)(C)C(C)(C)O1.C(=O)([O-])[O-].[Na+].[Na+].C1(C)C=CC=CC=1. The catalyst is [Br-].C([N+](CCCC)(CCCC)CCCC)CCC.C(O)C. The product is [F:21][CH2:20][CH2:19][O:18][CH2:17][CH2:16][O:15][CH2:14][CH2:13][O:12][C:7]1[CH:6]=[CH:5][C:4]2[C:9](=[CH:10][CH:11]=[C:2]([C:31]3[CH:36]=[CH:35][C:34]([NH2:37])=[CH:33][CH:32]=3)[CH:3]=2)[N:8]=1. The yield is 0.750.